This data is from Forward reaction prediction with 1.9M reactions from USPTO patents (1976-2016). The task is: Predict the product of the given reaction. (1) Given the reactants CC([Si](C)(C)[O:6][CH2:7][CH2:8][N:9]([CH3:21])[C:10](=[O:20])[C:11]1[CH:16]=[CH:15][C:14](F)=[C:13]([F:18])[C:12]=1F)(C)C.[CH2:24]([N:26]1[CH:30]=[CH:29][C:28]([NH:31][C:32](=[O:46])[C:33]2[CH:38]=[C:37]([O:39][C@@H:40]([CH3:44])[CH2:41][O:42][CH3:43])[CH:36]=[C:35]([OH:45])[CH:34]=2)=[N:27]1)[CH3:25].C(=O)([O-])[O-].[K+].[K+].O, predict the reaction product. The product is: [CH2:24]([N:26]1[CH:30]=[CH:29][C:28]([NH:31][C:32](=[O:46])[C:33]2[CH:38]=[C:37]([O:39][C@@H:40]([CH3:44])[CH2:41][O:42][CH3:43])[CH:36]=[C:35]([O:45][C:14]3[CH:15]=[CH:16][C:11]4[C:10](=[O:20])[N:9]([CH3:21])[CH2:8][CH2:7][O:6][C:12]=4[C:13]=3[F:18])[CH:34]=2)=[N:27]1)[CH3:25]. (2) The product is: [N:11]1([CH2:10][CH2:15][O:1][C:2]2[C:7]3[C:8](=[O:32])[NH:9][C:10]4[C:15]([C:6]=3[CH:5]=[CH:4][CH:3]=2)=[C:14]([NH:16][C:17]2[CH:18]=[CH:19][CH:20]=[CH:21][C:22]=2[C:49]2[CH:50]=[CH:51][C:46]([C:8]([NH2:9])=[O:32])=[CH:47][CH:48]=2)[CH:13]=[CH:12][N:11]=4)[CH2:12][CH2:60][O:62][CH2:63][CH2:65]1. Given the reactants [OH:1][C:2]1[C:7]2[C:8](=[O:32])[NH:9][C:10]3[C:15]([C:6]=2[CH:5]=[CH:4][CH:3]=1)=[C:14]([NH:16][C:17]1[CH:22]=[CH:21][C:20](NC(=O)C2C=CC=CC=2)=[CH:19][CH:18]=1)[CH:13]=[CH:12][N:11]=3.[C:46]1(P([C:46]2[CH:51]=[CH:50][CH:49]=[CH:48][CH:47]=2)[C:46]2[CH:51]=[CH:50][CH:49]=[CH:48][CH:47]=2)[CH:51]=[CH:50][CH:49]=[CH:48][CH:47]=1.[CH3:65][CH:63]([O:62][C:60](/N=N/[C:60]([O:62][CH:63]([CH3:65])C)=O)=O)C, predict the reaction product.